This data is from hERG Central: cardiac toxicity at 1µM, 10µM, and general inhibition. The task is: Predict hERG channel inhibition at various concentrations. (1) The compound is Cc1ccsc1C(=O)C1CCCN(Cc2cccn2-c2ccccn2)C1. Results: hERG_inhib (hERG inhibition (general)): blocker. (2) The compound is c1coc(Cn2c(SCc3nc4ccccc4[nH]3)nnc2-c2cnccn2)c1. Results: hERG_inhib (hERG inhibition (general)): blocker. (3) The compound is Nc1sc(-c2ccccc2)n[n+]1Cc1cccc2cccnc12.[Br-]. Results: hERG_inhib (hERG inhibition (general)): blocker. (4) The compound is COc1ccc(C(=O)N2CCN(c3ccc(F)cc3)CC2)cc1S(=O)(=O)NC1CC1. Results: hERG_inhib (hERG inhibition (general)): blocker.